This data is from Experimentally validated miRNA-target interactions with 360,000+ pairs, plus equal number of negative samples. The task is: Binary Classification. Given a miRNA mature sequence and a target amino acid sequence, predict their likelihood of interaction. (1) The miRNA is hsa-miR-215-3p with sequence UCUGUCAUUUCUUUAGGCCAAUA. The protein sequence of the target gene is MSGISGCPFFLWGLLALLGLALVISLIFNISHYVEKQRQDKMYSYSSDHTRVDEYYIEDTPIYGNLDDMISEPMDENCYEQMKARPEKSVNKMQEATPSAQATNETQMCYASLDHSVKGKRRKPRKQNTHFSDKDGDEQLHAIDASVSKTTLVDSFSPESQAVEENIHDDPIRLFGLIRAKREPIN. Result: 1 (interaction). (2) The miRNA is hsa-miR-597-3p with sequence UGGUUCUCUUGUGGCUCAAGCGU. The protein sequence of the target gene is MRVLLACLLVCALVVSDSDGSNEVHKESGESNCGCLNGGKCVTYKYFSNIQRCSCPKKFQGEHCEIDTSKTCYQGNGHSYRGKANRDLSGRPCLAWDSPTVLLKMYHAHRSDAIQLGLGKHNYCRNPDNQRRPWCYVQIGLKQFVQFCMVQDCSVGKSPSSPREKEEFQCGQKALRPRFKIVGGQVTNAENQPWFAAIYRRHRGGSITYLCGGSLISPCWVVSATHCFIDHPKKENYIVYLGQSRLNSDTRGEMQFEVEKLILHEDYSAESLAHHNDIALLKIRTSRGQCAQPSRSIQTI.... Result: 0 (no interaction). (3) The miRNA is hsa-miR-4742-3p with sequence UCUGUAUUCUCCUUUGCCUGCAG. The protein sequence of the target gene is MAAEHLLPGPPPSLADFRLEAGGKGTERGSGSSKPTGSSRGPRMAKFLSQDQINEYKECFSLYDKQQRGKIKATDLMVAMRCLGASPTPGEVQRHLQTHGIDGNGELDFSTFLTIMHMQIKQEDPKKEILLAMLMVDKEKKGYVMASDLRSKLTSLGEKLTHKEVDDLFREADIEPNGKVKYDEFIHKITLPGRDY. Result: 1 (interaction). (4) The miRNA is hsa-miR-3129-3p with sequence AAACUAAUCUCUACACUGCUGC. The protein sequence of the target gene is MKVWLASLFLCALVVKNSEGGSVLGAPDESNCGCQNGGVCVSYKYFSRIRRCSCPRKFQGEHCEIDASKTCYHGNGDSYRGKANTDTKGRPCLAWNAPAVLQKPYNAHRPDAISLGLGKHNYCRNPDNQKRPWCYVQIGLRQFVQECMVHDCSLSKKPSSSVDQQGFQCGQKALRPRFKIVGGEFTEVENQPWFAAIYQKNKGGSPPSFKCGGSLISPCWVASAAHCFIQLPKKENYVVYLGQSKESSYNPGEMKFEVEQLILHEYYREDSLAYHNDIALLKIRTSTGQCAQPSRSIQTI.... Result: 0 (no interaction).